Dataset: NCI-60 drug combinations with 297,098 pairs across 59 cell lines. Task: Regression. Given two drug SMILES strings and cell line genomic features, predict the synergy score measuring deviation from expected non-interaction effect. Synergy scores: CSS=0.777, Synergy_ZIP=-3.54, Synergy_Bliss=-2.57, Synergy_Loewe=-5.54, Synergy_HSA=-2.88. Drug 2: CC(C)CN1C=NC2=C1C3=CC=CC=C3N=C2N. Drug 1: CC1C(C(CC(O1)OC2CC(OC(C2O)C)OC3=CC4=CC5=C(C(=O)C(C(C5)C(C(=O)C(C(C)O)O)OC)OC6CC(C(C(O6)C)O)OC7CC(C(C(O7)C)O)OC8CC(C(C(O8)C)O)(C)O)C(=C4C(=C3C)O)O)O)O. Cell line: HOP-92.